Dataset: Forward reaction prediction with 1.9M reactions from USPTO patents (1976-2016). Task: Predict the product of the given reaction. (1) Given the reactants Cl.Cl.[NH2:3][CH2:4][CH2:5][C:6]1[CH:39]=[CH:38][C:9]([O:10][CH2:11][CH2:12][CH2:13][CH2:14][C:15]2[CH:20]=[CH:19][C:18]([OH:21])=[C:17]([C@@H:22]([C:32]3[CH:37]=[CH:36][CH:35]=[CH:34][CH:33]=3)[CH2:23][CH2:24][N:25]([CH:29]([CH3:31])[CH3:30])[CH:26]([CH3:28])[CH3:27])[CH:16]=2)=[CH:8][CH:7]=1.[CH2:40]([O:47][C:48]1[CH:53]=[CH:52][C:51]([C@@H:54]([O:57][Si:58]([C:61]([CH3:64])([CH3:63])[CH3:62])([CH3:60])[CH3:59])[CH2:55]Br)=[CH:50][C:49]=1[NH:65][S:66]([CH3:69])(=[O:68])=[O:67])[C:41]1[CH:46]=[CH:45][CH:44]=[CH:43][CH:42]=1.C(=O)([O-])O.[Na+].[I-].[K+], predict the reaction product. The product is: [NH3:3].[CH2:40]([O:47][C:48]1[CH:53]=[CH:52][C:51]([C@@H:54]([O:57][Si:58]([C:61]([CH3:62])([CH3:64])[CH3:63])([CH3:60])[CH3:59])[CH2:55][NH:3][CH2:4][CH2:5][C:6]2[CH:7]=[CH:8][C:9]([O:10][CH2:11][CH2:12][CH2:13][CH2:14][C:15]3[CH:20]=[CH:19][C:18]([OH:21])=[C:17]([C@@H:22]([C:32]4[CH:33]=[CH:34][CH:35]=[CH:36][CH:37]=4)[CH2:23][CH2:24][N:25]([CH:26]([CH3:28])[CH3:27])[CH:29]([CH3:30])[CH3:31])[CH:16]=3)=[CH:38][CH:39]=2)=[CH:50][C:49]=1[NH:65][S:66]([CH3:69])(=[O:67])=[O:68])[C:41]1[CH:46]=[CH:45][CH:44]=[CH:43][CH:42]=1. (2) Given the reactants [CH2:1]([O:8][C:9]1[C:18]2[C:13](=[CH:14][CH:15]=[CH:16][CH:17]=2)[CH:12]=[CH:11][C:10]=1[CH2:19][C:20]#N)[C:2]1[CH:7]=[CH:6][CH:5]=[CH:4][CH:3]=1.[OH-:22].[Na+].Cl.CI.[C:27](=O)([O-])[O-:28].[K+].[K+], predict the reaction product. The product is: [CH2:1]([O:8][C:9]1[C:18]2[C:13](=[CH:14][CH:15]=[CH:16][CH:17]=2)[CH:12]=[CH:11][C:10]=1[CH2:19][C:20]([O:28][CH3:27])=[O:22])[C:2]1[CH:7]=[CH:6][CH:5]=[CH:4][CH:3]=1. (3) The product is: [NH2:13][C:12]1[C:11]2[C:10](=[CH:9][C:8]([C:6]3[N:7]=[C:2]([NH2:1])[N:3]=[C:4]([NH:17][CH2:18][CH2:19][C:20]4[CH:25]=[CH:24][CH:23]=[CH:22][CH:21]=4)[CH:5]=3)=[CH:15][CH:14]=2)[NH:28][N:27]=1. Given the reactants [NH2:1][C:2]1[N:7]=[C:6]([C:8]2[CH:15]=[CH:14][C:11]([C:12]#[N:13])=[C:10](F)[CH:9]=2)[CH:5]=[C:4]([NH:17][CH2:18][CH2:19][C:20]2[CH:25]=[CH:24][CH:23]=[CH:22][CH:21]=2)[N:3]=1.O.[NH2:27][NH2:28], predict the reaction product. (4) Given the reactants Br[C:2]1[CH:3]=[C:4]2[C:8](=[CH:9][C:10]=1[S:11]([CH2:14][CH3:15])(=[O:13])=[O:12])[N:7]([C:16](=[O:18])[CH3:17])[CH2:6][C:5]2([CH3:20])[CH3:19].[NH4+].[Cl-], predict the reaction product. The product is: [CH2:14]([S:11]([C:10]1[CH:9]=[C:8]2[C:4]([C:5]([CH3:19])([CH3:20])[CH2:6][N:7]2[C:16](=[O:18])[CH3:17])=[CH:3][CH:2]=1)(=[O:12])=[O:13])[CH3:15]. (5) Given the reactants [CH2:1]([N:8]1[CH2:13][CH:12]=[C:11]([CH2:14][OH:15])[CH2:10][CH2:9]1)[C:2]1[CH:7]=[CH:6][CH:5]=[CH:4][CH:3]=1.[H-].[Na+].Cl[C:19]1[C:24]([Br:25])=[CH:23][CH:22]=[CH:21][N:20]=1, predict the reaction product. The product is: [CH2:1]([N:8]1[CH2:9][CH:10]=[C:11]([CH2:14][O:15][C:19]2[C:24]([Br:25])=[CH:23][CH:22]=[CH:21][N:20]=2)[CH2:12][CH2:13]1)[C:2]1[CH:7]=[CH:6][CH:5]=[CH:4][CH:3]=1.